This data is from Full USPTO retrosynthesis dataset with 1.9M reactions from patents (1976-2016). The task is: Predict the reactants needed to synthesize the given product. (1) Given the product [CH3:36][C:31]1([C:28]2[CH:29]=[CH:30][C:25]([C:23]3[N:22]([CH2:37][O:38][CH2:39][CH2:40][Si:41]([CH3:44])([CH3:43])[CH3:42])[C:19]4=[N:20][CH:21]=[C:16]([NH:54][C:9](=[O:10])[O:12][C:1]([CH3:4])([CH3:3])[CH3:2])[N:17]=[C:18]4[CH:24]=3)=[CH:26][CH:27]=2)[O:35][CH2:34][CH2:33][O:32]1, predict the reactants needed to synthesize it. The reactants are: [C:1](NC(=O)[O-])([CH3:4])([CH3:3])[CH3:2].[C:9]([O-:12])([O-])=[O:10].[K+].[K+].Br[C:16]1[N:17]=[C:18]2[CH:24]=[C:23]([C:25]3[CH:30]=[CH:29][C:28]([C:31]4([CH3:36])[O:35][CH2:34][CH2:33][O:32]4)=[CH:27][CH:26]=3)[N:22]([CH2:37][O:38][CH2:39][CH2:40][Si:41]([CH3:44])([CH3:43])[CH3:42])[C:19]2=[N:20][CH:21]=1.C([Si](C)(C)C)#C.BrC1C(N)=[N:54]C=C(Br)N=1. (2) The reactants are: [F:1][C:2]1[CH:7]=[CH:6][C:5]([C:8]2[CH:17]=[CH:16][C:15]3[C:10](=[CH:11][CH:12]=[C:13]([S:18]([C:21]4[CH:26]=[CH:25][CH:24]=[CH:23][C:22]=4F)(=[O:20])=[O:19])[CH:14]=3)[CH:9]=2)=[CH:4][CH:3]=1.[NH:28]1[CH:32]=[CH:31][N:30]=[CH:29]1.[C:33](=[O:36])([O-])[O-:34].[K+].[K+].CS(C)=O. Given the product [C:33]([O:34][CH2:26][CH3:21])(=[O:36])[CH3:29].[CH3:2][CH2:3][CH2:4][CH:5]([CH3:8])[CH3:6].[F:1][C:2]1[CH:3]=[CH:4][C:5]([C:8]2[CH:9]=[C:10]3[C:15](=[CH:16][CH:17]=2)[CH:14]=[C:13]([S:18]([C:21]2[CH:26]=[CH:25][CH:24]=[CH:23][C:22]=2[N:28]2[CH:32]=[CH:31][N:30]=[CH:29]2)(=[O:19])=[O:20])[CH:12]=[CH:11]3)=[CH:6][CH:7]=1, predict the reactants needed to synthesize it. (3) Given the product [C:12]1([S:18]([CH2:2][C:3]2[NH:8][C:7](=[O:9])[NH:6][C:5](=[O:10])[CH:4]=2)(=[O:20])=[O:19])[CH:17]=[CH:16][CH:15]=[CH:14][CH:13]=1, predict the reactants needed to synthesize it. The reactants are: Cl[CH2:2][C:3]1[NH:8][C:7](=[O:9])[NH:6][C:5](=[O:10])[CH:4]=1.[Na+].[C:12]1([S:18]([O-:20])=[O:19])[CH:17]=[CH:16][CH:15]=[CH:14][CH:13]=1. (4) Given the product [F:1][C:2]1[CH:3]=[C:4]([CH:8]=[CH:9][C:10]=1[OH:11])[C:5]([O:7][CH2:16][CH3:17])=[O:6], predict the reactants needed to synthesize it. The reactants are: [F:1][C:2]1[CH:3]=[C:4]([CH:8]=[CH:9][C:10]=1[OH:11])[C:5]([OH:7])=[O:6].S(Cl)(Cl)=O.[CH2:16](O)[CH3:17]. (5) Given the product [N:3]1[C:4]2[C:9](=[CH:8][CH:7]=[CH:6][N:5]=2)[CH:10]=[CH:11][C:2]=1[NH:12][C@H:13]1[CH2:16][C@H:15]([N:17]2[C:21]3=[N:22][CH:23]=[CH:24][N:25]=[C:20]3[C:19]([CH3:26])([CH3:27])[C:18]2=[O:28])[CH2:14]1, predict the reactants needed to synthesize it. The reactants are: Cl[C:2]1[CH:11]=[CH:10][C:9]2[C:4](=[N:5][CH:6]=[CH:7][CH:8]=2)[N:3]=1.[NH2:12][C@H:13]1[CH2:16][C@H:15]([N:17]2[C:21]3=[N:22][CH:23]=[CH:24][N:25]=[C:20]3[C:19]([CH3:27])([CH3:26])[C:18]2=[O:28])[CH2:14]1.C(=O)([O-])[O-].[Cs+].[Cs+].